This data is from Forward reaction prediction with 1.9M reactions from USPTO patents (1976-2016). The task is: Predict the product of the given reaction. (1) Given the reactants [Cl:1][C:2]1[CH:7]=[CH:6][C:5]([C:8]2[CH:9]=[C:10]([NH2:20])[CH:11]=[N:12][C:13]=2[O:14][CH2:15][C:16]([F:19])([F:18])[F:17])=[CH:4][CH:3]=1.[CH3:21][C:22]1[N:23]=[N:24][S:25][C:26]=1[C:27](O)=[O:28], predict the reaction product. The product is: [Cl:1][C:2]1[CH:3]=[CH:4][C:5]([C:8]2[CH:9]=[C:10]([NH:20][C:27]([C:26]3[S:25][N:24]=[N:23][C:22]=3[CH3:21])=[O:28])[CH:11]=[N:12][C:13]=2[O:14][CH2:15][C:16]([F:17])([F:18])[F:19])=[CH:6][CH:7]=1. (2) Given the reactants Cl[C:2]1[CH:3]=[CH:4][C:5]2[O:14][CH2:13][CH2:12][C:11]3[CH:10]=[C:9]([C:15]4[N:16]([C:20]5[CH:25]=[CH:24][C:23]([F:26])=[CH:22][C:21]=5[F:27])[N:17]=[CH:18][N:19]=4)[S:8][C:7]=3[C:6]=2[N:28]=1.[F:29][C:30]([F:39])([F:38])[CH2:31][N:32]1[CH2:37][CH2:36][NH:35][CH2:34][CH2:33]1.CC(C1C=C(C(C)C)C(C2C=CC=CC=2P(C2CCCCC2)C2CCCCC2)=C(C(C)C)C=1)C.CC(C)([O-])C, predict the reaction product. The product is: [F:27][C:21]1[CH:22]=[C:23]([F:26])[CH:24]=[CH:25][C:20]=1[N:16]1[C:15]([C:9]2[S:8][C:7]3[C:6]4[N:28]=[C:2]([N:35]5[CH2:34][CH2:33][N:32]([CH2:31][C:30]([F:38])([F:39])[F:29])[CH2:37][CH2:36]5)[CH:3]=[CH:4][C:5]=4[O:14][CH2:13][CH2:12][C:11]=3[CH:10]=2)=[N:19][CH:18]=[N:17]1. (3) Given the reactants [C:1]([C:5]1[CH:10]=[C:9]([F:11])[C:8]([CH3:12])=[CH:7][C:6]=1[OH:13])([CH3:4])([CH3:3])[CH3:2].[CH3:14][O:15][CH2:16]Cl, predict the reaction product. The product is: [C:1]([C:5]1[CH:10]=[C:9]([F:11])[C:8]([CH3:12])=[CH:7][C:6]=1[O:13][CH2:14][O:15][CH3:16])([CH3:4])([CH3:3])[CH3:2]. (4) Given the reactants C(OC([N:8]1[CH2:12][CH2:11][C@H:10]([OH:13])[CH2:9]1)=O)(C)(C)C.[Br:14][C:15]1[CH:16]=[N:17][CH:18]=[C:19](O)[CH:20]=1.C1(P(C2C=CC=CC=2)C2C=CC=CC=2)C=CC=CC=1.N(C(OCC)=O)=NC(OCC)=O.FC(F)(F)C(O)=O, predict the reaction product. The product is: [NH:8]1[CH2:12][CH2:11][C@@H:10]([O:13][C:19]2[CH:20]=[C:15]([Br:14])[CH:16]=[N:17][CH:18]=2)[CH2:9]1. (5) Given the reactants [NH2:1][C@@H:2]1[CH2:7][CH2:6][C@H:5]([C:8]([OH:10])=[O:9])[CH2:4][CH2:3]1.[Cl:11][C:12]1[N:17]=[C:16](Cl)[N:15]=[C:14]([NH:19][CH3:20])[N:13]=1.[OH-].[Na+], predict the reaction product. The product is: [Cl:11][C:12]1[N:13]=[C:14]([NH:19][CH3:20])[N:15]=[C:16]([NH:1][C@@H:2]2[CH2:7][CH2:6][C@H:5]([C:8]([OH:10])=[O:9])[CH2:4][CH2:3]2)[N:17]=1. (6) Given the reactants [N:1]1[CH:6]=[CH:5][CH:4]=[C:3]([O:7][CH:8]([C:10]2[CH:19]=[CH:18][C:13]([C:14]([O:16]C)=[O:15])=[CH:12][N:11]=2)[CH3:9])[CH:2]=1.O.[OH-].[Li+].O1CCCC1.Cl, predict the reaction product. The product is: [N:1]1[CH:6]=[CH:5][CH:4]=[C:3]([O:7][CH:8]([C:10]2[CH:19]=[CH:18][C:13]([C:14]([OH:16])=[O:15])=[CH:12][N:11]=2)[CH3:9])[CH:2]=1. (7) Given the reactants [Si:1]([O:18][CH2:19][C@@H:20]([N:23]1[C@H:28]([C:29]2[CH:34]=[CH:33][C:32]([Cl:35])=[CH:31][CH:30]=2)[C@@H:27]([C:36]2[CH:41]=[CH:40][CH:39]=[C:38]([Cl:42])[CH:37]=2)[CH2:26][CH:25]([OH:43])[C:24]1=[O:44])[CH2:21][CH3:22])([C:14]([CH3:17])([CH3:16])[CH3:15])([C:8]1[CH:13]=[CH:12][CH:11]=[CH:10][CH:9]=1)[C:2]1[CH:7]=[CH:6][CH:5]=[CH:4][CH:3]=1.[H-].[Na+].I[CH3:48], predict the reaction product. The product is: [Si:1]([O:18][CH2:19][C@@H:20]([N:23]1[C@H:28]([C:29]2[CH:30]=[CH:31][C:32]([Cl:35])=[CH:33][CH:34]=2)[C@@H:27]([C:36]2[CH:41]=[CH:40][CH:39]=[C:38]([Cl:42])[CH:37]=2)[CH2:26][CH:25]([O:43][CH3:48])[C:24]1=[O:44])[CH2:21][CH3:22])([C:14]([CH3:17])([CH3:16])[CH3:15])([C:8]1[CH:13]=[CH:12][CH:11]=[CH:10][CH:9]=1)[C:2]1[CH:7]=[CH:6][CH:5]=[CH:4][CH:3]=1.